This data is from Reaction yield outcomes from USPTO patents with 853,638 reactions. The task is: Predict the reaction yield, written as a fraction of the theoretical maximum amount of product (1.0 means a 100% yield; for example, 0.34 means a 34% yield). (1) The reactants are Br[CH2:2][C:3]1[CH:8]=[CH:7][CH:6]=[C:5]([CH3:9])[CH:4]=1.[H-].[Na+].[C:12]([O:20][CH2:21][CH3:22])(=[O:19])[CH2:13][C:14]([O:16][CH2:17][CH3:18])=[O:15]. The catalyst is COCCOC. The product is [CH3:9][C:5]1[CH:4]=[C:3]([CH:8]=[CH:7][CH:6]=1)[CH2:2][CH:13]([C:14]([O:16][CH2:17][CH3:18])=[O:15])[C:12]([O:20][CH2:21][CH3:22])=[O:19]. The yield is 0.350. (2) The catalyst is C(OCC)(=O)C. The product is [CH2:23]([NH:30][C:8]([C:7]1[C:2]([OH:1])=[C:3]2[C:15]([CH3:16])=[N:14][N:13]([C:17]3[CH:22]=[CH:21][CH:20]=[CH:19][N:18]=3)[C:4]2=[N:5][CH:6]=1)=[O:10])[C:24]1[CH:29]=[CH:28][CH:27]=[CH:26][CH:25]=1. The yield is 0.600. The reactants are [OH:1][C:2]1[C:7]([C:8]([O:10]CC)=O)=[CH:6][N:5]=[C:4]2[N:13]([C:17]3[CH:22]=[CH:21][CH:20]=[CH:19][N:18]=3)[N:14]=[C:15]([CH3:16])[C:3]=12.[CH2:23]([NH2:30])[C:24]1[CH:29]=[CH:28][CH:27]=[CH:26][CH:25]=1. (3) The reactants are [C:1]([O:5][C:6]([NH:8][C@@H:9]([CH2:14][CH2:15][CH2:16][C:17]([CH3:22])([N+:19]([O-])=O)[CH3:18])[C:10]([O:12][CH3:13])=[O:11])=[O:7])([CH3:4])([CH3:3])[CH3:2]. The catalyst is CO.[Fe]. The product is [CH3:13][O:12][C:10](=[O:11])[C@H:9]([CH2:14][CH2:15][CH2:16][C:17]([CH3:22])([CH3:18])[NH2:19])[NH:8][C:6]([O:5][C:1]([CH3:4])([CH3:2])[CH3:3])=[O:7]. The yield is 0.550. (4) The reactants are [CH3:1][O:2][P:3]([CH2:6][C:7]1[CH:16]=[CH:15][C:14]2[C:9](=[CH:10][CH:11]=[C:12]([CH3:17])[CH:13]=2)[CH:8]=1)(=[O:5])[OH:4].P(=O)(OCC)O[CH2:20]C.[OH-].[K+].Cl.[Cl-].[K+]. The catalyst is O. The product is [CH2:1]([O:2][P:3]([CH2:6][C:7]1[CH:16]=[CH:15][C:14]2[C:9](=[CH:10][CH:11]=[C:12]([CH3:17])[CH:13]=2)[CH:8]=1)(=[O:4])[OH:5])[CH3:20]. The yield is 0.460.